From a dataset of Catalyst prediction with 721,799 reactions and 888 catalyst types from USPTO. Predict which catalyst facilitates the given reaction. (1) Reactant: [CH3:1][C:2]1[CH:7]=[C:6]([CH3:8])[CH:5]=[C:4]([CH3:9])[C:3]=1[N:10]=[C:11]=[O:12].[NH2:13][C:14]1[CH:15]=[C:16]([C:35]2[CH:40]=[CH:39][CH:38]=[CH:37][C:36]=2[O:41][CH3:42])[CH:17]=[CH:18][C:19]=1[C:20]([NH:22][C@H:23]([C:31]([O:33][CH3:34])=[O:32])[C@@H:24]([CH3:30])[O:25][C:26]([CH3:29])([CH3:28])[CH3:27])=[O:21].CCCCCC.C(OCC)(=O)C. Product: [CH3:29][C:26]([O:25][C@H:24]([CH3:30])[C@@H:23]([C:31]([O:33][CH3:34])=[O:32])[NH:22][C:20]([C:19]1[CH:18]=[CH:17][C:16]([C:35]2[CH:40]=[CH:39][CH:38]=[CH:37][C:36]=2[O:41][CH3:42])=[CH:15][C:14]=1[NH:13][C:11]([NH:10][C:3]1[C:2]([CH3:1])=[CH:7][C:6]([CH3:8])=[CH:5][C:4]=1[CH3:9])=[O:12])=[O:21])([CH3:27])[CH3:28]. The catalyst class is: 17. (2) Reactant: [Cl:1][C:2]1[C:3]([OH:27])=[C:4]([C:9]2[S:13][C:12]([NH:14][C:15](=[O:26])[NH:16][C:17]3[CH:18]=[C:19]([CH:23]=[CH:24][CH:25]=3)[C:20](O)=[O:21])=[N:11][N:10]=2)[CH:5]=[C:6]([Cl:8])[CH:7]=1.[CH:28]1[CH:29]=[CH:30][C:31]2N(O)N=[N:34][C:32]=2[CH:33]=1.NC1C=CC=CC=1.CCN(C(C)C)C(C)C.CCN=C=NCCCN(C)C. Product: [Cl:1][C:2]1[C:3]([OH:27])=[C:4]([C:9]2[S:13][C:12]([NH:14][C:15](=[O:26])[NH:16][C:17]3[CH:18]=[C:19]([CH:23]=[CH:24][CH:25]=3)[C:20]([NH:34][C:32]3[CH:33]=[CH:28][CH:29]=[CH:30][CH:31]=3)=[O:21])=[N:11][N:10]=2)[CH:5]=[C:6]([Cl:8])[CH:7]=1. The catalyst class is: 18. (3) Reactant: [CH3:1][S:2](Cl)(=[O:4])=[O:3].[OH:6][CH2:7][CH2:8][O:9][CH2:10][CH2:11][O:12][CH2:13][CH2:14][O:15][CH2:16][CH2:17][NH:18][C:19](=[O:42])[CH2:20][CH2:21][S:22][C:23]([C:36]1[CH:41]=[CH:40][CH:39]=[CH:38][CH:37]=1)([C:30]1[CH:35]=[CH:34][CH:33]=[CH:32][CH:31]=1)[C:24]1[CH:29]=[CH:28][CH:27]=[CH:26][CH:25]=1.C(N(CC)CC)C. The catalyst class is: 4. Product: [CH3:1][S:2]([O:6][CH2:7][CH2:8][O:9][CH2:10][CH2:11][O:12][CH2:13][CH2:14][O:15][CH2:16][CH2:17][NH:18][C:19](=[O:42])[CH2:20][CH2:21][S:22][C:23]([C:36]1[CH:41]=[CH:40][CH:39]=[CH:38][CH:37]=1)([C:24]1[CH:25]=[CH:26][CH:27]=[CH:28][CH:29]=1)[C:30]1[CH:35]=[CH:34][CH:33]=[CH:32][CH:31]=1)(=[O:4])=[O:3]. (4) Reactant: [C:1]([NH2:13])(=[O:12])[CH:2]=[CH:3][CH2:4][CH2:5][CH2:6][CH2:7][CH2:8][CH2:9][CH2:10][CH3:11].[C:14]([O-:17])(=O)[CH3:15].[Na+].[C:19](OO)(=O)[CH3:20].S(=O)(O)[O-].[Na+]. Product: [CH2:1]([NH:13][C:14](=[O:17])[CH2:15][CH2:3][CH2:4][CH2:5][CH2:6][CH2:7][CH2:8][CH2:9][CH:19]=[CH2:20])[CH2:2][NH:13][C:1](=[O:12])[CH2:2][CH2:3][CH2:4][CH2:5][CH2:6][CH2:7][CH2:8][CH2:9][CH:10]=[CH2:11]. The catalyst class is: 34.